Dataset: Reaction yield outcomes from USPTO patents with 853,638 reactions. Task: Predict the reaction yield, written as a fraction of the theoretical maximum amount of product (1.0 means a 100% yield; for example, 0.34 means a 34% yield). (1) The reactants are [C:1]([C:5]1[NH:6][C:7]2[C:12]([CH:13]=1)=[CH:11][CH:10]=[C:9]([N+:14]([O-])=O)[CH:8]=2)([CH3:4])([CH3:3])[CH3:2]. The catalyst is CO.[Ni]. The product is [C:1]([C:5]1[NH:6][C:7]2[C:12]([CH:13]=1)=[CH:11][CH:10]=[C:9]([NH2:14])[CH:8]=2)([CH3:4])([CH3:2])[CH3:3]. The yield is 0.890. (2) The reactants are [NH2:1][C:2]1[C:3]([CH3:13])=[C:4]([CH:9]=[C:10]([Br:12])[CH:11]=1)[C:5]([O:7][CH3:8])=[O:6].O=[C:15]1[CH2:20][CH2:19][CH:18]([NH:21][C:22](=[O:28])[O:23][C:24]([CH3:27])([CH3:26])[CH3:25])[CH2:17][CH2:16]1.C(O)(=O)C.C([BH3-])#N.[Na+]. The catalyst is CO. The product is [Br:12][C:10]1[CH:11]=[C:2]([NH:1][CH:15]2[CH2:16][CH2:17][CH:18]([NH:21][C:22]([O:23][C:24]([CH3:27])([CH3:26])[CH3:25])=[O:28])[CH2:19][CH2:20]2)[C:3]([CH3:13])=[C:4]([CH:9]=1)[C:5]([O:7][CH3:8])=[O:6]. The yield is 0.330. (3) The reactants are [C:1]([NH2:4])(=O)[CH3:2].O=P(Cl)(Cl)Cl.[F:10][C:11]([F:24])([F:23])[O:12][C:13]1[CH:22]=[CH:21][C:16]2[N:17]=[C:18]([NH2:20])[S:19][C:15]=2[CH:14]=1.[OH-].[Na+]. The catalyst is C1(C)C=CC=CC=1. The product is [F:24][C:11]([F:10])([F:23])[O:12][C:13]1[CH:22]=[CH:21][C:16]2[N:17]=[C:18]([N:20]=[C:1]([NH2:4])[CH3:2])[S:19][C:15]=2[CH:14]=1. The yield is 0.670. (4) The reactants are [F:1][C:2]1[CH:7]=[CH:6][C:5]([C:8]2[CH:13]=[CH:12][N:11]=[CH:10][C:9]=2[NH:14][CH3:15])=[C:4]([CH3:16])[CH:3]=1.CCN(C(C)C)C(C)C.[Cl:26][C:27]1[CH:28]=[C:29]([CH:33]=[C:34]([Cl:36])[CH:35]=1)[C:30](Cl)=[O:31]. The catalyst is C(Cl)Cl. The product is [Cl:26][C:27]1[CH:28]=[C:29]([CH:33]=[C:34]([Cl:36])[CH:35]=1)[C:30]([N:14]([C:9]1[CH:10]=[N:11][CH:12]=[CH:13][C:8]=1[C:5]1[CH:6]=[CH:7][C:2]([F:1])=[CH:3][C:4]=1[CH3:16])[CH3:15])=[O:31]. The yield is 0.400. (5) The reactants are [Cl:1][C:2]1[N:9]=[C:8](Cl)[CH:7]=[C:6]([C:11]([F:14])([F:13])[F:12])[C:3]=1[C:4]#[N:5].CCO.CCN(C(C)C)C(C)C.Cl.Cl.[CH3:29][N:30]1[C:34]2[CH:35]=[CH:36][CH:37]=[CH:38][C:33]=2[N:32]=[C:31]1[CH:39]([OH:48])[CH2:40][NH:41][CH:42]1[CH2:47][CH2:46][NH:45][CH2:44][CH2:43]1. The catalyst is CCOC(C)=O. The product is [Cl:1][C:2]1[N:9]=[C:8]([N:45]2[CH2:46][CH2:47][CH:42]([NH:41][CH2:40][CH:39]([OH:48])[C:31]3[N:30]([CH3:29])[C:34]4[CH:35]=[CH:36][CH:37]=[CH:38][C:33]=4[N:32]=3)[CH2:43][CH2:44]2)[CH:7]=[C:6]([C:11]([F:14])([F:13])[F:12])[C:3]=1[C:4]#[N:5]. The yield is 0.624. (6) The reactants are Br[C:2]1[CH:3]=[C:4]2[C:10]([C:11]3[CH:16]=[CH:15][CH:14]=[C:13]([F:17])[N:12]=3)=[N:9][N:8]([CH:18]3[CH2:23][CH2:22][CH2:21][CH2:20][O:19]3)[C:5]2=[CH:6][N:7]=1.[O:24]1[CH:29]=[C:28](B2OC(C)(C)C(C)(C)O2)[CH2:27][CH2:26][CH2:25]1. No catalyst specified. The product is [O:24]1[CH:25]=[C:26]([C:2]2[CH:3]=[C:4]3[C:10]([C:11]4[CH:16]=[CH:15][CH:14]=[C:13]([F:17])[N:12]=4)=[N:9][N:8]([CH:18]4[CH2:23][CH2:22][CH2:21][CH2:20][O:19]4)[C:5]3=[CH:6][N:7]=2)[CH2:27][CH2:28][CH2:29]1. The yield is 0.450. (7) The reactants are Br[C:2]1[N:7]=[C:6]([C:8]2[S:12][C:11]([C:13]3[N:17]4[N:18]=[C:19]([CH3:27])[CH:20]=[C:21]([CH:22]([CH2:25][CH3:26])[CH2:23][CH3:24])[C:16]4=[N:15][C:14]=3[CH3:28])=[C:10]([CH3:29])[CH:9]=2)[CH:5]=[CH:4][CH:3]=1.C1C[O:33][CH2:32][CH2:31]1.C([Li])CCC.CON(C)C(=O)C. The catalyst is CCOC(C)=O. The product is [CH2:23]([CH:22]([C:21]1[C:16]2[N:17]([C:13]([C:11]3[S:12][C:8]([C:6]4[N:7]=[C:2]([C:32](=[O:33])[CH3:31])[CH:3]=[CH:4][CH:5]=4)=[CH:9][C:10]=3[CH3:29])=[C:14]([CH3:28])[N:15]=2)[N:18]=[C:19]([CH3:27])[CH:20]=1)[CH2:25][CH3:26])[CH3:24]. The yield is 0.130. (8) The reactants are CC(OC([N:8]1[CH2:13][CH:12]([C:14]([OH:16])=[O:15])[O:11][CH2:10][CH2:9]1)=O)(C)C.[ClH:17]. The catalyst is O1CCOCC1. The product is [ClH:17].[NH:8]1[CH2:9][CH2:10][O:11][CH:12]([C:14]([OH:16])=[O:15])[CH2:13]1. The yield is 1.00. (9) The reactants are [OH-].[Na+].[CH:3]1([C:9]2[O:14][C:13]3[C:15]([C:18]([O:20]C)=[O:19])=[CH:16][S:17][C:12]=3[C:11](=[O:22])[CH:10]=2)[CH2:8][CH2:7][CH2:6][CH2:5][CH2:4]1.Cl. The catalyst is CO.O1CCOCC1.O. The product is [CH:3]1([C:9]2([C:3]3[CH:8]=[CH:7][CH:6]=[CH:5][CH:4]=3)[O:14][C:13]3[C:15]([C:18]([OH:20])=[O:19])=[CH:16][S:17][C:12]=3[C:11](=[O:22])[CH2:10]2)[CH2:8][CH2:7][CH2:6][CH2:5][CH2:4]1. The yield is 0.735. (10) The reactants are [Cl:1][C:2]1[CH:10]=[CH:9][C:8]([N:11]([CH3:20])[S:12]([C:15]2[S:16][CH:17]=[CH:18][CH:19]=2)(=[O:14])=[O:13])=[C:7]2[C:3]=1[CH:4]=[C:5]([C:21]([NH2:23])=O)[NH:6]2.COC1C=CC(P2(SP(C3C=CC(OC)=CC=3)(=S)S2)=[S:33])=CC=1. The catalyst is O1CCCC1. The product is [Cl:1][C:2]1[CH:10]=[CH:9][C:8]([N:11]([CH3:20])[S:12]([C:15]2[S:16][CH:17]=[CH:18][CH:19]=2)(=[O:14])=[O:13])=[C:7]2[C:3]=1[CH:4]=[C:5]([C:21](=[S:33])[NH2:23])[NH:6]2. The yield is 0.870.